From a dataset of Forward reaction prediction with 1.9M reactions from USPTO patents (1976-2016). Predict the product of the given reaction. (1) Given the reactants [C:1]1([CH2:7][O:8][C:9]2[CH:10]=[C:11]([CH:15]=[C:16]([O:18][C@H:19]3[CH2:23][CH2:22][O:21][CH2:20]3)[CH:17]=2)[C:12](O)=O)[CH:6]=[CH:5][CH:4]=[CH:3][CH:2]=1.[NH2:24][C:25]1[C:30]([NH2:31])=[CH:29][N:28]=[CH:27][N:26]=1, predict the reaction product. The product is: [C:1]1([CH2:7][O:8][C:9]2[CH:10]=[C:11]([C:12]3[NH:24][C:25]4[C:30]([N:31]=3)=[CH:29][N:28]=[CH:27][N:26]=4)[CH:15]=[C:16]([O:18][C@H:19]3[CH2:23][CH2:22][O:21][CH2:20]3)[CH:17]=2)[CH:6]=[CH:5][CH:4]=[CH:3][CH:2]=1. (2) The product is: [OH:4][CH2:3][CH2:2][NH:1][C:27](=[O:28])[C@@H:26]([NH:25][C:23](=[O:24])[O:22][CH2:15][C:16]1[CH:17]=[CH:18][CH:19]=[CH:20][CH:21]=1)[CH2:30][C:31]1[CH:36]=[CH:35][C:34]([O:37][C:38]([F:40])([F:39])[F:41])=[CH:33][CH:32]=1. Given the reactants [NH2:1][CH2:2][CH2:3][OH:4].P(C#N)(OCC)(OCC)=O.[CH2:15]([O:22][C:23]([NH:25][C@@H:26]([CH2:30][C:31]1[CH:36]=[CH:35][C:34]([O:37][C:38]([F:41])([F:40])[F:39])=[CH:33][CH:32]=1)[C:27](O)=[O:28])=[O:24])[C:16]1[CH:21]=[CH:20][CH:19]=[CH:18][CH:17]=1.C(N(CC)CC)C, predict the reaction product. (3) The product is: [CH2:8]([O:15][C@H:16]1[C@H:21]([O:22][CH2:23][C:24]2[CH:29]=[CH:28][CH:27]=[CH:26][CH:25]=2)[C@H:20]([O:30][CH2:31][C:32]2[CH:33]=[CH:34][CH:35]=[CH:36][CH:37]=2)[C@H:19]([CH3:38])[O:18][C:17]1=[O:39])[C:9]1[CH:14]=[CH:13][CH:12]=[CH:11][CH:10]=1. Given the reactants C(OC(=O)C)(=O)C.[CH2:8]([O:15][C@H:16]1[C@H:21]([O:22][CH2:23][C:24]2[CH:29]=[CH:28][CH:27]=[CH:26][CH:25]=2)[C@H:20]([O:30][CH2:31][C:32]2[CH:37]=[CH:36][CH:35]=[CH:34][CH:33]=2)[C@H:19]([CH3:38])[O:18][CH:17]1[OH:39])[C:9]1[CH:14]=[CH:13][CH:12]=[CH:11][CH:10]=1.CCOC(C)=O, predict the reaction product.